From a dataset of NCI-60 drug combinations with 297,098 pairs across 59 cell lines. Regression. Given two drug SMILES strings and cell line genomic features, predict the synergy score measuring deviation from expected non-interaction effect. (1) Drug 1: C1CCN(CC1)CCOC2=CC=C(C=C2)C(=O)C3=C(SC4=C3C=CC(=C4)O)C5=CC=C(C=C5)O. Drug 2: CN1C(=O)N2C=NC(=C2N=N1)C(=O)N. Cell line: U251. Synergy scores: CSS=2.60, Synergy_ZIP=-1.39, Synergy_Bliss=-0.108, Synergy_Loewe=-0.658, Synergy_HSA=-0.643. (2) Drug 1: CN1CCC(CC1)COC2=C(C=C3C(=C2)N=CN=C3NC4=C(C=C(C=C4)Br)F)OC. Drug 2: C1=CC=C(C=C1)NC(=O)CCCCCCC(=O)NO. Cell line: HL-60(TB). Synergy scores: CSS=32.1, Synergy_ZIP=15.3, Synergy_Bliss=19.8, Synergy_Loewe=3.24, Synergy_HSA=13.7.